From a dataset of Catalyst prediction with 721,799 reactions and 888 catalyst types from USPTO. Predict which catalyst facilitates the given reaction. (1) Product: [CH2:1]([C:3]1([OH:8])[O:12][C:5](=[O:4])[CH:6]=[CH:7]1)[CH3:2]. The catalyst class is: 218. Reactant: [CH2:1]([C:3]1[O:4][CH:5]=[CH:6][CH:7]=1)[CH3:2].[O-:8]Cl=O.[Na+].[OH2:12]. (2) Reactant: Cl[CH2:2][C:3]([C:7]1[CH:12]=[C:11]([F:13])[CH:10]=[C:9]([Cl:14])[CH:8]=1)([OH:6])[CH2:4]Cl.C(=O)(O)[O-].[Na+].[CH2:20]([NH2:24])[CH2:21][CH2:22][CH3:23]. Product: [CH2:20]([N:24]1[CH2:4][C:3]([C:7]2[CH:12]=[C:11]([F:13])[CH:10]=[C:9]([Cl:14])[CH:8]=2)([OH:6])[CH2:2]1)[CH2:21][CH2:22][CH3:23]. The catalyst class is: 10. (3) Reactant: [Br:1][C:2]1[CH:7]=[CH:6][C:5]([C@H:8]2[CH2:13][CH2:12][C@H:11]([OH:14])[CH2:10][CH2:9]2)=[CH:4][CH:3]=1.[F:15][C:16]1[CH:24]=[CH:23][CH:22]=[CH:21][C:17]=1[C:18](O)=[O:19].C1(P(C2C=CC=CC=2)C2C=CC=CC=2)C=CC=CC=1.CC(OC(/N=N/C(OC(C)C)=O)=O)C. Product: [F:15][C:16]1[CH:24]=[CH:23][CH:22]=[CH:21][C:17]=1[C:18]([O:14][C@H:11]1[CH2:12][CH2:13][C@@H:8]([C:5]2[CH:4]=[CH:3][C:2]([Br:1])=[CH:7][CH:6]=2)[CH2:9][CH2:10]1)=[O:19]. The catalyst class is: 7.